From a dataset of Forward reaction prediction with 1.9M reactions from USPTO patents (1976-2016). Predict the product of the given reaction. (1) The product is: [CH2:1]([O:3][C:4](=[O:26])[CH2:5][N:6]1[C:14]2[C:9](=[CH:10][C:11]([SH:15])=[CH:12][CH:13]=2)[CH:8]=[CH:7]1)[CH3:2]. Given the reactants [CH2:1]([O:3][C:4](=[O:26])[CH2:5][N:6]1[C:14]2[C:9](=[CH:10][C:11]([S:15][Si](C(C)C)(C(C)C)C(C)C)=[CH:12][CH:13]=2)[CH:8]=[CH:7]1)[CH3:2].[F-].[Cs+], predict the reaction product. (2) Given the reactants [Cl:1][C:2]1[CH:7]=[CH:6][CH:5]=[C:4]([Cl:8])[C:3]=1[N:9]1[C:18]2[C:13](=[C:14]([C:21]3[CH:26]=[CH:25][C:24](F)=[CH:23][C:22]=3F)[CH:15]=[C:16]([O:19][CH3:20])[CH:17]=2)[CH2:12][CH2:11][C:10]1=[O:29].[ClH:30], predict the reaction product. The product is: [Cl:30][C:22]1[CH:23]=[CH:24][CH:25]=[CH:26][C:21]=1[C:14]1[CH:15]=[C:16]([O:19][CH3:20])[CH:17]=[C:18]2[C:13]=1[CH:12]=[CH:11][C:10](=[O:29])[N:9]2[C:3]1[C:2]([Cl:1])=[CH:7][CH:6]=[CH:5][C:4]=1[Cl:8].[ClH:1]. (3) Given the reactants [CH:1]1([C@H:7]([NH:16][CH2:17][C:18]2[CH:23]=[CH:22][C:21](/[CH:24]=[CH:25]/[C:26]([NH:28][O:29][CH:30]([O:32][CH2:33][CH:34]([CH3:36])[CH3:35])[CH3:31])=[O:27])=[CH:20][CH:19]=2)[C:8]([O:10]C2CCCC2)=[O:9])[CH2:6][CH2:5][CH2:4][CH2:3][CH2:2]1, predict the reaction product. The product is: [CH:1]1([C@H:7]([NH:16][CH2:17][C:18]2[CH:23]=[CH:22][C:21](/[CH:24]=[CH:25]/[C:26]([NH:28][O:29][CH:30]([O:32][CH2:33][CH:34]([CH3:36])[CH3:35])[CH3:31])=[O:27])=[CH:20][CH:19]=2)[C:8]([OH:10])=[O:9])[CH2:6][CH2:5][CH2:4][CH2:3][CH2:2]1. (4) Given the reactants [CH3:1][N:2]1[C:6]2[CH:7]=[CH:8][C:9]([N:11]3[CH:16]=[C:15]([C:17]([O:19][CH2:20][CH3:21])=[O:18])[C:14](=[O:22])[NH:13][C:12]3=[O:23])=[CH:10][C:5]=2[N:4]([CH3:24])[C:3]1=[O:25].C(=O)([O-])[O-].[K+].[K+].[CH3:32][C:33]1[C:40]([C:41]([F:44])([F:43])[F:42])=[CH:39][CH:38]=[CH:37][C:34]=1[CH2:35]Br.[I-].[K+], predict the reaction product. The product is: [CH3:1][N:2]1[C:6]2[CH:7]=[CH:8][C:9]([N:11]3[CH:16]=[C:15]([C:17]([O:19][CH2:20][CH3:21])=[O:18])[C:14](=[O:22])[N:13]([CH2:35][C:34]4[CH:37]=[CH:38][CH:39]=[C:40]([C:41]([F:42])([F:43])[F:44])[C:33]=4[CH3:32])[C:12]3=[O:23])=[CH:10][C:5]=2[N:4]([CH3:24])[C:3]1=[O:25]. (5) Given the reactants [Cl:1][C:2]1[CH:3]=[C:4]([CH:32]=[CH:33][C:34]=1[Cl:35])[CH2:5][CH:6]1[C:15]2[C:10](=[CH:11][CH:12]=[C:13]([CH2:16][NH:17][S:18]([CH2:21][CH2:22][CH3:23])(=[O:20])=[O:19])[CH:14]=2)[CH2:9][CH2:8][CH:7]1[NH:24]C(=O)OC(C)(C)C, predict the reaction product. The product is: [ClH:1].[NH2:24][CH:7]1[CH:6]([CH2:5][C:4]2[CH:32]=[CH:33][C:34]([Cl:35])=[C:2]([Cl:1])[CH:3]=2)[C:15]2[CH:14]=[C:13]([CH2:16][NH:17][S:18]([CH2:21][CH2:22][CH3:23])(=[O:20])=[O:19])[CH:12]=[CH:11][C:10]=2[CH2:9][CH2:8]1. (6) Given the reactants [H-].[Na+].CCCCC.[CH3:8][O:9][C:10](=[O:19])[CH2:11][C:12]1[CH:17]=[CH:16][CH:15]=[C:14]([OH:18])[CH:13]=1.C1C=CC(N([S:27]([C:30]([F:33])([F:32])[F:31])(=[O:29])=[O:28])[S:27]([C:30]([F:33])([F:32])[F:31])(=[O:29])=[O:28])=CC=1, predict the reaction product. The product is: [CH3:8][O:9][C:10](=[O:19])[CH2:11][C:12]1[CH:17]=[CH:16][CH:15]=[C:14]([O:18][S:27]([C:30]([F:33])([F:32])[F:31])(=[O:29])=[O:28])[CH:13]=1. (7) Given the reactants [Cl:1][C:2]1[CH:7]=[CH:6][C:5]([S:8]([NH:11][C:12]2[CH:34]=[CH:33][C:15]3[N:16]([C:25]4[CH:30]=[CH:29][C:28]([O:31][CH3:32])=[CH:27][CH:26]=4)[C:17]([C:19]4[CH:24]=[CH:23][CH:22]=[CH:21][CH:20]=4)=[N:18][C:14]=3[CH:13]=2)(=[O:10])=[O:9])=[CH:4][CH:3]=1.[H-].[Na+].[CH3:37][O:38][C:39](=[O:46])[CH2:40][CH2:41][CH2:42][CH2:43][CH2:44]Br, predict the reaction product. The product is: [CH3:37][O:38][C:39](=[O:46])[CH2:40][CH2:41][CH2:42][CH2:43][CH2:44][N:11]([S:8]([C:5]1[CH:6]=[CH:7][C:2]([Cl:1])=[CH:3][CH:4]=1)(=[O:10])=[O:9])[C:12]1[CH:34]=[CH:33][C:15]2[N:16]([C:25]3[CH:30]=[CH:29][C:28]([O:31][CH3:32])=[CH:27][CH:26]=3)[C:17]([C:19]3[CH:24]=[CH:23][CH:22]=[CH:21][CH:20]=3)=[N:18][C:14]=2[CH:13]=1. (8) Given the reactants [C:1]([OH:8])(=[O:7])[CH2:2][CH2:3][C:4]([OH:6])=[O:5].[CH2:9]([OH:12])[CH2:10][OH:11], predict the reaction product. The product is: [CH2:2]([C:1]([OH:8])=[O:7])[CH2:3][C:4]([OH:6])=[O:5].[CH2:9]([OH:12])[CH2:10][OH:11]. (9) The product is: [NH2:9][C:3]1[N:4]=[CH:5][N:6]=[C:7]([N:10]2[CH2:11][CH2:12][CH:13]([CH2:16][NH:17][C:18](=[O:24])[CH:41]=[CH2:42])[CH2:14][CH2:15]2)[C:2]=1[C:29]1[CH:30]=[CH:31][C:26]([O:25][C:32]2[CH:37]=[CH:36][CH:35]=[CH:34][CH:33]=2)=[CH:27][CH:28]=1. Given the reactants Cl[C:2]1[C:3]([NH2:9])=[N:4][CH:5]=[N:6][C:7]=1Cl.[NH:10]1[CH2:15][CH2:14][CH:13]([CH2:16][NH:17][C:18](=[O:24])OC(C)(C)C)[CH2:12][CH2:11]1.[O:25]([C:32]1[CH:37]=[CH:36][C:35](B(O)O)=[CH:34][CH:33]=1)[C:26]1[CH:31]=[CH:30][CH:29]=[CH:28][CH:27]=1.[C:41](Cl)(=O)[CH:42]=C, predict the reaction product. (10) Given the reactants [CH2:1]([CH2:11][O:12][C:13]1[CH:14]=[C:15]([CH:18]=[CH:19][CH:20]=1)[CH:16]=O)[O:2][C:3]1[CH:4]=[C:5]([CH:8]=[CH:9][CH:10]=1)[CH:6]=O.[C:21]([NH:24][NH2:25])([NH2:23])=[NH:22].[ClH:26], predict the reaction product. The product is: [ClH:26].[ClH:26].[C:21]([NH:24][N:25]=[CH:6][C:5]1[CH:8]=[CH:9][CH:10]=[C:3]([O:2][CH2:1][CH2:11][O:12][C:13]2[CH:14]=[C:15]([CH:18]=[CH:19][CH:20]=2)[CH:16]=[N:25][NH:24][C:21](=[NH:22])[NH2:23])[CH:4]=1)(=[NH:23])[NH2:22].